Dataset: Full USPTO retrosynthesis dataset with 1.9M reactions from patents (1976-2016). Task: Predict the reactants needed to synthesize the given product. (1) Given the product [NH2:15][C:8]1[CH:9]=[C:10]([F:14])[CH:11]=[C:12]([F:13])[C:7]=1[C:6]([NH2:1])=[O:5], predict the reactants needed to synthesize it. The reactants are: [NH3:1].C(C[O:5][C:6](=O)[C:7]1[C:12]([F:13])=[CH:11][C:10]([F:14])=[CH:9][C:8]=1[NH2:15])#N. (2) Given the product [NH2:1][C:2]1[C:11]2[CH:10]=[CH:9][CH:8]=[C:7]([C:28]3[CH:27]=[CH:26][N:25]=[N:24][C:23]=3[O:22][CH3:21])[C:6]=2[N:5]=[C:4]2[CH2:13][N:14]([CH:17]3[CH2:20][CH2:19][CH2:18]3)[C:15](=[O:16])[C:3]=12, predict the reactants needed to synthesize it. The reactants are: [NH2:1][C:2]1[C:11]2[CH:10]=[CH:9][CH:8]=[C:7](Br)[C:6]=2[N:5]=[C:4]2[CH2:13][N:14]([CH:17]3[CH2:20][CH2:19][CH2:18]3)[C:15](=[O:16])[C:3]=12.[CH3:21][O:22][C:23]1[N:24]=[N:25][CH:26]=[CH:27][C:28]=1[Sn](CCCC)(CCCC)CCCC. (3) Given the product [CH:22]1([C@H:13]([OH:14])[C@H:12]([N:3]2[C:4](=[O:11])[C:5]3[C:10](=[CH:9][CH:8]=[CH:7][CH:6]=3)[C:2]2=[O:1])[CH:17]=[O:21])[CH2:27][CH2:26][CH2:25][CH2:24][CH2:23]1, predict the reactants needed to synthesize it. The reactants are: [O:1]=[C:2]1[C:10]2[C:5](=[CH:6][CH:7]=[CH:8][CH:9]=2)[C:4](=[O:11])[N:3]1[CH2:12][CH:13]=[O:14].CN1CCC[C:17]1=[O:21].[CH:22]1(C=O)[CH2:27][CH2:26][CH2:25][CH2:24][CH2:23]1.N1CCC[C@H]1C(O)=O. (4) Given the product [O:1]=[C:2]1[CH:7]=[CH:6][C:5]([C:8]2[C:9]([C:22]3[CH:27]=[CH:26][CH:25]=[CH:24][CH:23]=3)=[N:10][N:11]3[CH:16]=[CH:15][C:14]([O:17][CH2:18][C:19]([N:47]([CH3:48])[CH3:46])=[O:20])=[CH:13][C:12]=23)=[N:4][N:3]1[CH:28]([CH3:29])[CH3:30], predict the reactants needed to synthesize it. The reactants are: [O:1]=[C:2]1[CH:7]=[CH:6][C:5]([C:8]2[C:9]([C:22]3[CH:27]=[CH:26][CH:25]=[CH:24][CH:23]=3)=[N:10][N:11]3[CH:16]=[CH:15][C:14]([O:17][CH2:18][C:19](O)=[O:20])=[CH:13][C:12]=23)=[N:4][N:3]1[CH:28]([CH3:30])[CH3:29].F[B-](F)(F)F.N1(O[C:46](N(C)C)=[N+:47](C)[CH3:48])C2C=CC=CC=2N=N1.C(N(C(C)C)C(C)C)C.Cl.CNC.C(=O)([O-])O.[Na+].Cl. (5) Given the product [C:49]([C:47]1[O:46][N:45]=[C:44]([NH:43][C:42]([NH:14][C:11]2[N:10]=[CH:9][C:8]([C:7]3[C:2]([CH3:1])=[N:3][C:4]([NH:15][C:16]([C:29]4[CH:34]=[CH:33][CH:32]=[CH:31][CH:30]=4)([C:23]4[CH:24]=[CH:25][CH:26]=[CH:27][CH:28]=4)[C:17]4[CH:22]=[CH:21][CH:20]=[CH:19][CH:18]=4)=[CH:5][CH:6]=3)=[CH:13][CH:12]=2)=[O:41])[CH:48]=1)([CH3:52])([CH3:50])[CH3:51], predict the reactants needed to synthesize it. The reactants are: [CH3:1][C:2]1[C:7]([C:8]2[CH:9]=[N:10][C:11]([NH2:14])=[CH:12][CH:13]=2)=[CH:6][CH:5]=[C:4]([NH:15][C:16]([C:29]2[CH:34]=[CH:33][CH:32]=[CH:31][CH:30]=2)([C:23]2[CH:28]=[CH:27][CH:26]=[CH:25][CH:24]=2)[C:17]2[CH:22]=[CH:21][CH:20]=[CH:19][CH:18]=2)[N:3]=1.C1([O:41][C:42](=O)[NH:43][C:44]2[CH:48]=[C:47]([C:49]([CH3:52])([CH3:51])[CH3:50])[O:46][N:45]=2)C=CC=CC=1. (6) Given the product [C:1]1([CH:7]([C:38]2[CH:43]=[CH:42][CH:41]=[CH:40][CH:39]=2)[N:8]2[CH:13]=[CH:12][CH:11]=[C:10]([C:14]([NH:16][C@@H:17]([CH2:25][CH2:26][CH2:27][N:28]=[C:29]([NH:31][C:32]([O:34][CH2:35][CH3:36])=[O:33])[NH:30][CH:44]([CH3:46])[CH3:51])[C:18]([OH:20])=[O:19])=[O:15])[C:9]2=[O:37])[CH:6]=[CH:5][CH:4]=[CH:3][CH:2]=1, predict the reactants needed to synthesize it. The reactants are: [C:1]1([CH:7]([C:38]2[CH:43]=[CH:42][CH:41]=[CH:40][CH:39]=2)[N:8]2[CH:13]=[CH:12][CH:11]=[C:10]([C:14]([NH:16][C@@H:17]([CH2:25][CH2:26][CH2:27][NH:28][C:29]([NH:31][C:32]([O:34][CH2:35][CH3:36])=[O:33])=[NH:30])[C:18]([O:20]C(C)(C)C)=[O:19])=[O:15])[C:9]2=[O:37])[CH:6]=[CH:5][CH:4]=[CH:3][CH:2]=1.[C:44](O)([C:46](F)(F)F)=O.[CH2:51]([SiH](CC)CC)C. (7) Given the product [I:12][C:4]1[N:3]=[C:2]([O:14][CH3:13])[C:7]([O:8][CH2:9][O:10][CH3:11])=[CH:6][CH:5]=1, predict the reactants needed to synthesize it. The reactants are: Cl[C:2]1[C:7]([O:8][CH2:9][O:10][CH3:11])=[CH:6][CH:5]=[C:4]([I:12])[N:3]=1.[CH3:13][O-:14].[Na+]. (8) Given the product [CH3:3][N+:4]([CH2:7][CH2:8][O:9][P:10]([O:13][CH2:14][CH2:15][CH2:16][CH2:17][CH2:18][CH2:19][CH2:20][CH2:21][CH2:22][CH2:23][CH2:24][CH2:25][CH2:26][CH2:27][CH2:28][CH2:29][CH2:30][CH2:31][C:32]1[CH:37]=[CH:36][C:35]([131I:1])=[CH:34][CH:33]=1)([O-:12])=[O:11])([CH3:6])[CH3:5], predict the reactants needed to synthesize it. The reactants are: [131I:1][131I].[CH3:3][N+:4]([CH2:7][CH2:8][O:9][P:10]([O:13][CH2:14][CH2:15][CH2:16][CH2:17][CH2:18][CH2:19][CH2:20][CH2:21][CH2:22][CH2:23][CH2:24][CH2:25][CH2:26][CH2:27][CH2:28][CH2:29][CH2:30][CH2:31][C:32]1[CH:37]=[CH:36][C:35](I)=[CH:34][CH:33]=1)([O-:12])=[O:11])([CH3:6])[CH3:5]. (9) Given the product [CH3:6][O:7][C:8]1[CH:17]=[CH:16][C:15]2[C:10](=[CH:11][CH:12]=[C:13]([C:20]([OH:25])([CH3:19])[CH2:21][CH2:22][CH2:23][CH3:24])[CH:14]=2)[CH:9]=1, predict the reactants needed to synthesize it. The reactants are: [Li]CCCC.[CH3:6][O:7][C:8]1[CH:17]=[CH:16][C:15]2[C:10](=[CH:11][CH:12]=[C:13](Br)[CH:14]=2)[CH:9]=1.[CH3:19][C:20](=[O:25])[CH2:21][CH2:22][CH2:23][CH3:24]. (10) Given the product [C:3]([C:5]1[S:6][CH:7]=[CH:8][C:9]=1[S:10]([NH:13][C:14]1[CH:15]=[CH:16][CH:17]=[C:18]2[C:22]=1[NH:21][C:20]([C:23]([OH:25])=[O:24])=[CH:19]2)(=[O:12])=[O:11])([OH:4])=[O:2], predict the reactants needed to synthesize it. The reactants are: C[O:2][C:3]([C:5]1[S:6][CH:7]=[CH:8][C:9]=1[S:10]([NH:13][C:14]1[CH:15]=[CH:16][CH:17]=[C:18]2[C:22]=1[NH:21][C:20]([C:23]([O:25]CC)=[O:24])=[CH:19]2)(=[O:12])=[O:11])=[O:4].CO.[OH-].[K+].C(O)(=O)CC(CC(O)=O)(C(O)=O)O.